The task is: Regression. Given two drug SMILES strings and cell line genomic features, predict the synergy score measuring deviation from expected non-interaction effect.. This data is from NCI-60 drug combinations with 297,098 pairs across 59 cell lines. (1) Drug 1: C1=CC(=C2C(=C1NCCNCCO)C(=O)C3=C(C=CC(=C3C2=O)O)O)NCCNCCO. Drug 2: CC1C(C(CC(O1)OC2CC(CC3=C2C(=C4C(=C3O)C(=O)C5=C(C4=O)C(=CC=C5)OC)O)(C(=O)C)O)N)O.Cl. Cell line: SW-620. Synergy scores: CSS=27.9, Synergy_ZIP=-8.12, Synergy_Bliss=-12.5, Synergy_Loewe=-12.2, Synergy_HSA=-9.23. (2) Drug 1: C1=C(C(=O)NC(=O)N1)F. Drug 2: CCC1=C2N=C(C=C(N2N=C1)NCC3=C[N+](=CC=C3)[O-])N4CCCCC4CCO. Cell line: UACC62. Synergy scores: CSS=56.6, Synergy_ZIP=-2.06, Synergy_Bliss=-0.643, Synergy_Loewe=-15.3, Synergy_HSA=3.71.